From a dataset of Forward reaction prediction with 1.9M reactions from USPTO patents (1976-2016). Predict the product of the given reaction. Given the reactants CC(C)([O-])C.[K+].[N:7]1[CH:12]=[CH:11][CH:10]=[CH:9][C:8]=1[CH2:13][OH:14].[Br:15][C:16]1[C:24]2[C:19](=[N:20][C:21](F)=[CH:22][CH:23]=2)[N:18]([CH3:26])[CH:17]=1.O, predict the reaction product. The product is: [Br:15][C:16]1[C:24]2[C:19](=[N:20][C:21]([O:14][CH2:13][C:8]3[CH:9]=[CH:10][CH:11]=[CH:12][N:7]=3)=[CH:22][CH:23]=2)[N:18]([CH3:26])[CH:17]=1.